This data is from Reaction yield outcomes from USPTO patents with 853,638 reactions. The task is: Predict the reaction yield, written as a fraction of the theoretical maximum amount of product (1.0 means a 100% yield; for example, 0.34 means a 34% yield). (1) The reactants are [NH2:1][C:2]1[N:10]=[CH:9][CH:8]=[CH:7][C:3]=1[C:4]([OH:6])=[O:5].CN(C=O)C.[Cl:16][C:17]1[CH:18]=[N:19][CH:20]=[C:21]([CH:25]=1)[C:22](Cl)=[O:23]. The catalyst is C1COCC1. The product is [Cl:16][C:17]1[CH:18]=[N:19][CH:20]=[C:21]([CH:25]=1)[C:22]([NH:1][C:2]1[N:10]=[CH:9][CH:8]=[CH:7][C:3]=1[C:4]([OH:6])=[O:5])=[O:23]. The yield is 0.110. (2) The reactants are [OH:1][C:2]1[NH:7][C:6](=[O:8])[N:5]([CH2:9][C:10]2[CH:15]=[CH:14][CH:13]=[CH:12][CH:11]=2)[C:4](=[O:16])[C:3]=1[C:17]([NH:19][CH2:20][C:21]([O:23]CC)=[O:22])=[O:18].[F:26][C:27]([F:37])([F:36])[C:28]1[CH:35]=[CH:34][C:31]([CH2:32]Br)=[CH:30][CH:29]=1.C(=O)([O-])[O-].[Na+].[Na+].Cl. The catalyst is CN(C)C=O. The product is [OH:1][C:2]1[N:7]([CH2:32][C:31]2[CH:34]=[CH:35][C:28]([C:27]([F:37])([F:36])[F:26])=[CH:29][CH:30]=2)[C:6](=[O:8])[N:5]([CH2:9][C:10]2[CH:15]=[CH:14][CH:13]=[CH:12][CH:11]=2)[C:4](=[O:16])[C:3]=1[C:17]([NH:19][CH2:20][C:21]([OH:23])=[O:22])=[O:18]. The yield is 0.300. (3) The reactants are [NH2:1][C:2]1[N:7]=[C:6](/[C:8](=[C:11]2\[NH:12][C:13]3[CH:21]=[CH:20][CH:19]=[CH:18][C:14]=3[N:15]\2[CH2:16][CH3:17])/[C:9]#[N:10])[C:5]([CH3:22])=[CH:4][N:3]=1.[C:23]([N:30]1[C:34](=[O:35])[CH2:33][CH2:32][C@H:31]1[C:36](O)=[O:37])([O:25][C:26]([CH3:29])([CH3:28])[CH3:27])=[O:24]. No catalyst specified. The product is [C:9](/[C:8](=[C:11]1/[NH:12][C:13]2[CH:21]=[CH:20][CH:19]=[CH:18][C:14]=2[N:15]/1[CH2:16][CH3:17])/[C:6]1[C:5]([CH3:22])=[CH:4][N:3]=[C:2]([NH:1][C:36]([C@@H:31]2[CH2:32][CH2:33][C:34](=[O:35])[N:30]2[C:23]([O:25][C:26]([CH3:29])([CH3:28])[CH3:27])=[O:24])=[O:37])[N:7]=1)#[N:10]. The yield is 0.720. (4) The reactants are CC1(C)[O:6][C@@H:5]([CH2:7][CH2:8][NH:9][C:10]([CH:12]2[N:19]3[CH:15]([CH2:16][C:17]([CH3:21])([CH3:20])[CH2:18]3)[C:14]([C:24]3[CH:29]=[CH:28][C:27]([Cl:30])=[CH:26][C:25]=3[F:31])([C:22]#[N:23])[CH:13]2[C:32]2[CH:37]=[CH:36][CH:35]=[C:34]([Cl:38])[C:33]=2[F:39])=[O:11])[CH2:4][O:3]1.Cl. The catalyst is O1CCCC1. The product is [OH:6][C@H:5]([CH2:4][OH:3])[CH2:7][CH2:8][NH:9][C:10]([CH:12]1[N:19]2[CH:15]([CH2:16][C:17]([CH3:20])([CH3:21])[CH2:18]2)[C:14]([C:24]2[CH:29]=[CH:28][C:27]([Cl:30])=[CH:26][C:25]=2[F:31])([C:22]#[N:23])[CH:13]1[C:32]1[CH:37]=[CH:36][CH:35]=[C:34]([Cl:38])[C:33]=1[F:39])=[O:11]. The yield is 0.720.